Dataset: Catalyst prediction with 721,799 reactions and 888 catalyst types from USPTO. Task: Predict which catalyst facilitates the given reaction. (1) Product: [NH2:1][C:2]1[CH:3]=[C:4]([N:9]2[CH2:14][C:13]3[CH:15]=[N:16][C:17]([NH:26][CH3:25])=[CH:18][C:12]=3[N:11]([C:20]([CH3:23])([CH3:22])[CH3:21])[C:10]2=[O:24])[CH:5]=[CH:6][C:7]=1[F:8]. The catalyst class is: 205. Reactant: [NH2:1][C:2]1[CH:3]=[C:4]([N:9]2[CH2:14][C:13]3[CH:15]=[N:16][C:17](Cl)=[CH:18][C:12]=3[N:11]([C:20]([CH3:23])([CH3:22])[CH3:21])[C:10]2=[O:24])[CH:5]=[CH:6][C:7]=1[F:8].[CH3:25][NH2:26]. (2) Reactant: [NH2:1][C:2]1[CH:3]=[C:4]([CH:15]=[CH:16][CH:17]=1)[CH2:5][NH:6][C:7]1[C:12]([Cl:13])=[CH:11][N:10]=[C:9]([Cl:14])[N:8]=1.Cl.C(N(CC)CC)C.[N+:26]([C:29]1[CH:30]=[C:31]([CH:35]=[CH:36][CH:37]=1)[C:32](Cl)=[O:33])([O-:28])=[O:27]. Product: [Cl:14][C:9]1[N:8]=[C:7]([NH:6][CH2:5][C:4]2[CH:3]=[C:2]([NH:1][C:32](=[O:33])[C:31]3[CH:35]=[CH:36][CH:37]=[C:29]([N+:26]([O-:28])=[O:27])[CH:30]=3)[CH:17]=[CH:16][CH:15]=2)[C:12]([Cl:13])=[CH:11][N:10]=1. The catalyst class is: 1. (3) The catalyst class is: 57. Reactant: Br[C:2]1[N:7]=[N:6][C:5]([NH2:8])=[N:4][CH:3]=1.[F:9][C:10]1[CH:15]=[C:14]([F:16])[CH:13]=[CH:12][C:11]=1B(O)O.C(=O)([O-])[O-].[Na+].[Na+].ClCCl. Product: [F:9][C:10]1[CH:15]=[C:14]([F:16])[CH:13]=[CH:12][C:11]=1[C:2]1[N:7]=[N:6][C:5]([NH2:8])=[N:4][CH:3]=1. (4) The catalyst class is: 8. Reactant: [CH2:1]([NH:3][C:4](=[S:19])[N:5]([CH3:18])[C:6]1[S:10][C:9]([C:11]2[CH:12]=[N:13][CH:14]=[CH:15][CH:16]=2)=[N:8][C:7]=1[CH3:17])[CH3:2].I[CH2:21][CH3:22]. Product: [CH2:21]([S:19][C:4](=[N:3][CH2:1][CH3:2])[N:5]([CH3:18])[C:6]1[S:10][C:9]([C:11]2[CH:12]=[N:13][CH:14]=[CH:15][CH:16]=2)=[N:8][C:7]=1[CH3:17])[CH3:22]. (5) The catalyst class is: 68. Reactant: [CH:1]1([N:6](CC2C=CC(OC)=CC=2OC)[C:7]2[C:12]([N+:13]([O-:15])=[O:14])=[C:11]([NH:16]CC3C=CC(OC)=CC=3OC)[N:10]=[C:9]([C:28]#[N:29])[N:8]=2)[CH2:5][CH2:4][CH2:3][CH2:2]1.FC(F)(F)C(O)=O. Product: [NH2:16][C:11]1[C:12]([N+:13]([O-:15])=[O:14])=[C:7]([NH:6][CH:1]2[CH2:5][CH2:4][CH2:3][CH2:2]2)[N:8]=[C:9]([C:28]#[N:29])[N:10]=1. (6) Reactant: [Cl:1][CH2:2][C:3]1[CH:11]=[CH:10][C:6]([C:7](Cl)=[O:8])=[CH:5][CH:4]=1.C(N(CC)CC)C.[CH:19]1([NH2:25])[CH2:24][CH2:23][CH2:22][CH2:21][CH2:20]1. Product: [Cl:1][CH2:2][C:3]1[CH:11]=[CH:10][C:6]([C:7]([NH:25][CH:19]2[CH2:24][CH2:23][CH2:22][CH2:21][CH2:20]2)=[O:8])=[CH:5][CH:4]=1. The catalyst class is: 473. (7) Reactant: [CH2:1]([O:3][C:4]1[C:12]2[C:11](=O)[N:10]([C:14]3[CH:19]=[CH:18][C:17]([CH2:20][C:21]([O:23][CH2:24][CH3:25])=[O:22])=[C:16]([F:26])[CH:15]=3)[CH:9]([OH:27])[C:8]=2[C:7]([O:28][CH2:29][CH3:30])=[C:6]2[CH:31]=[CH:32][CH:33]=[CH:34][C:5]=12)[CH3:2].C(O)(C(F)(F)F)=O.C([SiH](CC)CC)C. Product: [CH2:1]([O:3][C:4]1[C:12]2[CH2:11][N:10]([C:14]3[CH:19]=[CH:18][C:17]([CH2:20][C:21]([O:23][CH2:24][CH3:25])=[O:22])=[C:16]([F:26])[CH:15]=3)[C:9](=[O:27])[C:8]=2[C:7]([O:28][CH2:29][CH3:30])=[C:6]2[CH:31]=[CH:32][CH:33]=[CH:34][C:5]=12)[CH3:2]. The catalyst class is: 2. (8) Reactant: Cl.[C:2]([C:5]1[CH:6]=[CH:7][C:8]([CH3:28])=[C:9]([NH:11][C:12](=[O:27])[C:13]2[CH:18]=[CH:17][C:16]([O:19][CH2:20][C:21]3[CH:26]=[CH:25][CH:24]=[CH:23][N:22]=3)=[CH:15][CH:14]=2)[CH:10]=1)(=[NH:4])[NH2:3].[OH:29][CH:30](O)[C:31](=O)[CH3:32].[NH4+].[OH-]. Product: [OH:29][CH2:30][C:31]1[N:4]=[C:2]([C:5]2[CH:6]=[CH:7][C:8]([CH3:28])=[C:9]([NH:11][C:12](=[O:27])[C:13]3[CH:18]=[CH:17][C:16]([O:19][CH2:20][C:21]4[CH:26]=[CH:25][CH:24]=[CH:23][N:22]=4)=[CH:15][CH:14]=3)[CH:10]=2)[NH:3][CH:32]=1. The catalyst class is: 1. (9) The catalyst class is: 45. Reactant: COC(C1(N[C:13](=[O:34])[C:14]2[CH:19]=[CH:18][C:17]([O:20][CH3:21])=[C:16]([CH:22](O)[CH2:23][CH:24](O)[C:25]3[CH:26]=[C:27]([CH3:31])[CH:28]=[CH:29][CH:30]=3)[CH:15]=2)CCCCCC1)=O.Cl.[H][H].[CH2:38]([OH:40])C. Product: [CH3:38][O:40][C:13](=[O:34])[C:14]1[CH:19]=[CH:18][C:17]([O:20][CH3:21])=[C:16]([CH2:22][CH2:23][CH2:24][C:25]2[CH:26]=[C:27]([CH3:31])[CH:28]=[CH:29][CH:30]=2)[CH:15]=1. (10) Reactant: [CH2:1]([C@@:4]1([CH3:25])[CH2:9][C@H:8]([C:10]2[CH:15]=[CH:14][CH:13]=[C:12]([Cl:16])[CH:11]=2)[C@@H:7]([C:17]2[CH:22]=[CH:21][C:20]([Cl:23])=[CH:19][N:18]=2)[NH:6][C:5]1=[O:24])[CH:2]=[CH2:3].[H-].[Na+].Br[CH:29]([CH2:37][CH3:38])[C:30]([O:32][C:33]([CH3:36])([CH3:35])[CH3:34])=[O:31]. Product: [CH2:1]([C@@:4]1([CH3:25])[CH2:9][C@H:8]([C:10]2[CH:15]=[CH:14][CH:13]=[C:12]([Cl:16])[CH:11]=2)[C@@H:7]([C:17]2[CH:22]=[CH:21][C:20]([Cl:23])=[CH:19][N:18]=2)[N:6]([CH:29]([CH2:37][CH3:38])[C:30]([O:32][C:33]([CH3:36])([CH3:35])[CH3:34])=[O:31])[C:5]1=[O:24])[CH:2]=[CH2:3]. The catalyst class is: 3.